From a dataset of Catalyst prediction with 721,799 reactions and 888 catalyst types from USPTO. Predict which catalyst facilitates the given reaction. (1) Reactant: Br[CH2:2][CH:3]1[CH2:8][CH2:7][CH2:6][CH2:5][CH2:4]1.[Mg].II.[C:12]([O:16][C:17](=[O:28])[N:18]([CH2:20][CH2:21][C:22](=[O:27])N(OC)C)[CH3:19])([CH3:15])([CH3:14])[CH3:13].CCOC(C1N=C(C2N3C(=NC(C4C=CC=CC=4)=N3)SC=2)SC=1)=O. Product: [C:12]([O:16][C:17](=[O:28])[N:18]([CH2:20][CH2:21][C:22](=[O:27])[CH2:2][CH:3]1[CH2:8][CH2:7][CH2:6][CH2:5][CH2:4]1)[CH3:19])([CH3:15])([CH3:13])[CH3:14]. The catalyst class is: 7. (2) Reactant: C(OC([N:8]1[CH2:13][CH2:12][CH2:11][CH2:10][C@H:9]1[CH2:14][NH:15][C:16]([C:18]1[N:25]2[C:21]([S:22][CH:23]=[CH:24]2)=[N:20][C:19]=1[CH3:26])=[O:17])=O)(C)(C)C.[ClH:27]. Product: [ClH:27].[NH:8]1[CH2:13][CH2:12][CH2:11][CH2:10][C@H:9]1[CH2:14][NH:15][C:16]([C:18]1[N:25]2[C:21]([S:22][CH:23]=[CH:24]2)=[N:20][C:19]=1[CH3:26])=[O:17]. The catalyst class is: 12. (3) Reactant: [C:1]([O:5][C:6](=[O:26])[NH:7][CH2:8][C:9]1[CH:14]=[C:13]([O:15][C:16]2[CH:21]=[CH:20][C:19]([F:22])=[CH:18][CH:17]=2)[CH:12]=[CH:11][C:10]=1[N+:23]([O-])=O)([CH3:4])([CH3:3])[CH3:2].[Cl-].[NH4+].C(O)C. Product: [C:1]([O:5][C:6](=[O:26])[NH:7][CH2:8][C:9]1[CH:14]=[C:13]([O:15][C:16]2[CH:17]=[CH:18][C:19]([F:22])=[CH:20][CH:21]=2)[CH:12]=[CH:11][C:10]=1[NH2:23])([CH3:4])([CH3:2])[CH3:3]. The catalyst class is: 150. (4) Reactant: C[O:2][C:3]([C:8]1[S:9][CH2:10][CH2:11][N:12]=1)(OC)[CH2:4][CH3:5].S(=O)(=O)(O)O.C([O-])(O)=O.[Na+]. Product: [C:3]([C:8]1[S:9][CH2:10][CH2:11][N:12]=1)(=[O:2])[CH2:4][CH3:5]. The catalyst class is: 27. (5) The catalyst class is: 4. Reactant: [Cl:1][C:2]([Cl:33])([Cl:32])[CH2:3][O:4][C:5]([C@@H:7]1[CH2:12][CH2:11][CH2:10][N:9]([C:13](=[O:31])[C@@H:14]([NH:16][C:17](=[O:30])[C@@H:18]([NH:22]C(OC(C)(C)C)=O)[CH:19]([CH3:21])[CH3:20])[CH3:15])[NH:8]1)=[O:6].FC(F)(F)S(O[Si](C)(C)C)(=O)=O.C(N(CC)C(C)C)(C)C. Product: [Cl:32][C:2]([Cl:1])([Cl:33])[CH2:3][O:4][C:5]([C@@H:7]1[CH2:12][CH2:11][CH2:10][N:9]([C:13](=[O:31])[C@@H:14]([NH:16][C:17](=[O:30])[C@@H:18]([NH2:22])[CH:19]([CH3:21])[CH3:20])[CH3:15])[NH:8]1)=[O:6].